Task: Predict the reactants needed to synthesize the given product.. Dataset: Full USPTO retrosynthesis dataset with 1.9M reactions from patents (1976-2016) (1) Given the product [Cl:2][C:3]1[CH:4]=[CH:5][C:6]([C:9]2[CH:14]=[CH:13][CH:12]=[CH:11][C:10]=2[C@H:15]([C:31]#[N:32])[CH:16]2[CH2:21][CH2:20][N:19]([C:22]3[CH:23]=[CH:24][C:25]([C:26]([NH:60][S:57]([C:54]4[CH:55]=[CH:56][C:51]([NH:50][C@H:41]([CH2:40][CH2:39][N:36]5[CH2:37][CH2:38][O:33][CH2:34][CH2:35]5)[CH2:42][S:43][C:44]5[CH:45]=[CH:46][CH:47]=[CH:48][CH:49]=5)=[C:52]([S:61]([C:64]([F:67])([F:65])[F:66])(=[O:63])=[O:62])[CH:53]=4)(=[O:58])=[O:59])=[O:27])=[CH:29][CH:30]=3)[CH2:18][CH2:17]2)=[CH:7][CH:8]=1, predict the reactants needed to synthesize it. The reactants are: Cl.[Cl:2][C:3]1[CH:8]=[CH:7][C:6]([C:9]2[CH:14]=[CH:13][CH:12]=[CH:11][C:10]=2[C@H:15]([C:31]#[N:32])[CH:16]2[CH2:21][CH2:20][N:19]([C:22]3[CH:30]=[CH:29][C:25]([C:26](O)=[O:27])=[CH:24][CH:23]=3)[CH2:18][CH2:17]2)=[CH:5][CH:4]=1.[O:33]1[CH2:38][CH2:37][N:36]([CH2:39][CH2:40][C@@H:41]([NH:50][C:51]2[CH:56]=[CH:55][C:54]([S:57]([NH2:60])(=[O:59])=[O:58])=[CH:53][C:52]=2[S:61]([C:64]([F:67])([F:66])[F:65])(=[O:63])=[O:62])[CH2:42][S:43][C:44]2[CH:49]=[CH:48][CH:47]=[CH:46][CH:45]=2)[CH2:35][CH2:34]1. (2) Given the product [NH2:18][CH2:17][C:16]1[CH:19]=[CH:20][C:13]([C:12]#[N:3])=[CH:14][CH:15]=1, predict the reactants needed to synthesize it. The reactants are: O=C1C2C(=CC=CC=2)C(=O)[N:3]1[CH2:12][C:13]1[CH:20]=[CH:19][C:16]([C:17]#[N:18])=[CH:15][CH:14]=1.O.NN. (3) Given the product [CH3:5][O:6][C:7]([C:9]1[O:18][C:12]2=[N:13][CH:14]=[CH:15][C:16]([Cl:3])=[C:11]2[CH:10]=1)=[O:8], predict the reactants needed to synthesize it. The reactants are: S(Cl)([Cl:3])=O.[CH3:5][O:6][C:7]([C:9]1[O:18][C:12]2[NH:13][CH:14]=[CH:15][C:16](=O)[C:11]=2[CH:10]=1)=[O:8].